From a dataset of Reaction yield outcomes from USPTO patents with 853,638 reactions. Predict the reaction yield, written as a fraction of the theoretical maximum amount of product (1.0 means a 100% yield; for example, 0.34 means a 34% yield). (1) The catalyst is C(Cl)Cl.CN(C=O)C. The yield is 0.600. The reactants are [C:1]([CH:5]1[CH2:10][CH2:9][CH:8]([C:11]([OH:13])=O)[CH2:7][CH2:6]1)([CH3:4])([CH3:3])[CH3:2].C(Cl)(=O)C(Cl)=O.N1C=CC=CC=1.[NH2:26][C:27]1[CH:32]=[CH:31][N:30]=[CH:29][CH:28]=1. The product is [N:30]1[CH:31]=[CH:32][C:27]([NH:26][C:11]([CH:8]2[CH2:7][CH2:6][CH:5]([C:1]([CH3:2])([CH3:3])[CH3:4])[CH2:10][CH2:9]2)=[O:13])=[CH:28][CH:29]=1. (2) The reactants are CO[C:3](=[O:23])[C:4]1[C:9]([Br:10])=[CH:8][C:7]([Br:11])=[CH:6][C:5]=1[NH:12][C:13](=[O:22])[CH:14]([C:16]1[CH:21]=[CH:20][CH:19]=[CH:18][CH:17]=1)[CH3:15].[Li+].C[Si]([N-][Si](C)(C)C)(C)C. The catalyst is CCOC(C)=O. The product is [Br:10][C:9]1[CH:8]=[C:7]([Br:11])[CH:6]=[C:5]2[C:4]=1[C:3](=[O:23])[C:14]([CH3:15])([C:16]1[CH:17]=[CH:18][CH:19]=[CH:20][CH:21]=1)[C:13](=[O:22])[NH:12]2. The yield is 0.650. (3) The reactants are [Br:1][C:2]1[CH:3]=[C:4]([N:9]2C(=O)[O:12][N:11]=[C:10]2[C:15]2[C:16]([NH:20][C:21]([C:23]3[NH:27][N:26]=[N:25][N:24]=3)=O)=[N:17][O:18][N:19]=2)[CH:5]=[CH:6][C:7]=1[F:8].P(Cl)(Cl)(Cl)(Cl)Cl.C([BH3-])#N.[Na+]. The catalyst is N1C=CC=CC=1. The product is [Br:1][C:2]1[CH:3]=[C:4]([NH:9][C:10]([C:15]2[C:16]([NH:20][CH2:21][C:23]3[NH:27][N:26]=[N:25][N:24]=3)=[N:17][O:18][N:19]=2)=[N:11][OH:12])[CH:5]=[CH:6][C:7]=1[F:8]. The yield is 0.190. (4) The reactants are [NH:1]1[C:5]2[CH:6]=[CH:7][C:8]([C:10]([OH:12])=[O:11])=[CH:9][C:4]=2[N:3]=[CH:2]1.[O:13]1[CH:18]=[CH:17][CH2:16][CH2:15][CH2:14]1.C12(CS(O)(=O)=O)C(C)(C)C(CC1)CC2=O. The catalyst is C1COCC1. The product is [O:13]1[CH2:18][CH2:17][CH2:16][CH2:15][CH:14]1[N:1]1[C:5]2[CH:6]=[CH:7][C:8]([C:10]([OH:12])=[O:11])=[CH:9][C:4]=2[N:3]=[CH:2]1. The yield is 0.600. (5) The reactants are [Br:1][C:2]1[CH:16]=[CH:15][C:5]([O:6][C:7]2[CH:14]=[CH:13][CH:12]=[CH:11][C:8]=2C=O)=[C:4]([O:17][CH3:18])[CH:3]=1.ClC1C=CC=C(C(OO)=[O:27])C=1. The catalyst is ClCCl. The product is [Br:1][C:2]1[CH:16]=[CH:15][C:5]([O:6][C:7]2[CH:14]=[CH:13][CH:12]=[CH:11][C:8]=2[OH:27])=[C:4]([O:17][CH3:18])[CH:3]=1. The yield is 0.910.